Dataset: Peptide-MHC class I binding affinity with 185,985 pairs from IEDB/IMGT. Task: Regression. Given a peptide amino acid sequence and an MHC pseudo amino acid sequence, predict their binding affinity value. This is MHC class I binding data. (1) The peptide sequence is KNNFWFWEY. The MHC is HLA-B39:01 with pseudo-sequence HLA-B39:01. The binding affinity (normalized) is 0.0847. (2) The peptide sequence is RIRQGLERA. The MHC is HLA-B54:01 with pseudo-sequence HLA-B54:01. The binding affinity (normalized) is 0. (3) The peptide sequence is FLKDDTLSK. The MHC is HLA-A03:01 with pseudo-sequence HLA-A03:01. The binding affinity (normalized) is 0.459. (4) The MHC is HLA-B15:03 with pseudo-sequence HLA-B15:03. The peptide sequence is SMVISLLSM. The binding affinity (normalized) is 0.808. (5) The peptide sequence is LLALQQLEV. The MHC is HLA-B08:01 with pseudo-sequence HLA-B08:01. The binding affinity (normalized) is 0.0847. (6) The peptide sequence is KVRGRLLAL. The MHC is HLA-A31:01 with pseudo-sequence HLA-A31:01. The binding affinity (normalized) is 0.0847. (7) The peptide sequence is QAHMGIAGL. The MHC is HLA-A29:02 with pseudo-sequence HLA-A29:02. The binding affinity (normalized) is 0.0847. (8) The peptide sequence is QSDCNMTNEI. The MHC is H-2-Db with pseudo-sequence H-2-Db. The binding affinity (normalized) is 0. (9) The peptide sequence is VLWKSYPLV. The MHC is HLA-A24:03 with pseudo-sequence HLA-A24:03. The binding affinity (normalized) is 0.0847.